Task: Binary Classification. Given a T-cell receptor sequence (or CDR3 region) and an epitope sequence, predict whether binding occurs between them.. Dataset: TCR-epitope binding with 47,182 pairs between 192 epitopes and 23,139 TCRs (1) The epitope is FTISVTTEIL. The TCR CDR3 sequence is CSVEKREGYNEQFF. Result: 1 (the TCR binds to the epitope). (2) The epitope is EEHVQIHTI. The TCR CDR3 sequence is CASSLVGILGVNTEAFF. Result: 0 (the TCR does not bind to the epitope). (3) The epitope is KTSVDCTMYI. The TCR CDR3 sequence is CASRPDTGTGSYEQYF. Result: 1 (the TCR binds to the epitope). (4) The epitope is NQKLIANQF. The TCR CDR3 sequence is CSVEGLGAWNEQYF. Result: 0 (the TCR does not bind to the epitope).